The task is: Binary Classification. Given a drug SMILES string, predict its activity (active/inactive) in a high-throughput screening assay against a specified biological target.. This data is from Choline transporter screen with 302,306 compounds. (1) The molecule is Fc1ccc(C(N(c2ccccc2)C)c2n(nnn2)CC2OCCC2)cc1. The result is 0 (inactive). (2) The drug is S(=O)(=O)(N1CCN(CC1)c1c(c(ccc1)C)C)c1sccc1. The result is 0 (inactive).